Dataset: Catalyst prediction with 721,799 reactions and 888 catalyst types from USPTO. Task: Predict which catalyst facilitates the given reaction. Reactant: [Cl:1][C:2]1[N:10]=[C:9]2[C:5]([N:6]=[CH:7][N:8]2[CH:11]2[CH2:15][CH2:14][CH2:13][CH2:12]2)=[C:4]([NH:16][CH2:17][CH2:18][NH:19][S:20]([C:23]([F:26])([F:25])[F:24])(=[O:22])=[O:21])[N:3]=1.[NH2:27][C@H:28]1[CH2:33][CH2:32][C@H:31]([NH2:34])[CH2:30][CH2:29]1. Product: [ClH:1].[ClH:1].[NH2:27][C@H:28]1[CH2:33][CH2:32][C@H:31]([NH:34][C:2]2[N:10]=[C:9]3[C:5]([N:6]=[CH:7][N:8]3[CH:11]3[CH2:15][CH2:14][CH2:13][CH2:12]3)=[C:4]([NH:16][CH2:17][CH2:18][NH:19][S:20]([C:23]([F:26])([F:25])[F:24])(=[O:22])=[O:21])[N:3]=2)[CH2:30][CH2:29]1. The catalyst class is: 6.